Dataset: Reaction yield outcomes from USPTO patents with 853,638 reactions. Task: Predict the reaction yield, written as a fraction of the theoretical maximum amount of product (1.0 means a 100% yield; for example, 0.34 means a 34% yield). (1) The reactants are Br[C:2](Br)=[CH:3][C:4]1[CH:12]=[CH:11][C:7]2[O:8][CH2:9][O:10][C:6]=2[CH:5]=1.C([Li])CCC. The catalyst is C1COCC1. The product is [C:3]([C:4]1[CH:12]=[CH:11][C:7]2[O:8][CH2:9][O:10][C:6]=2[CH:5]=1)#[CH:2]. The yield is 0.950. (2) The reactants are [CH3:1][C:2]1[CH:7]=[CH:6][C:5]([N+:8]([O-])=O)=[CH:4][C:3]=1[N:11]1[CH2:27][CH2:26][C:14]2[N:15]=[C:16]([NH:19][C:20]3[CH:21]=[N:22][CH:23]=[N:24][CH:25]=3)[N:17]=[CH:18][C:13]=2[CH2:12]1.C1COCC1. The catalyst is [Pd].CO. The product is [NH2:8][C:5]1[CH:6]=[CH:7][C:2]([CH3:1])=[C:3]([N:11]2[CH2:27][CH2:26][C:14]3[N:15]=[C:16]([NH:19][C:20]4[CH:21]=[N:22][CH:23]=[N:24][CH:25]=4)[N:17]=[CH:18][C:13]=3[CH2:12]2)[CH:4]=1. The yield is 0.922. (3) The reactants are [CH2:1]([O:8][C@@H:9]1[C@H:13]([CH2:14][O:15][CH2:16][C:17]2[CH:22]=[CH:21][CH:20]=[CH:19][CH:18]=2)[CH2:12][C@H:11]([OH:23])[CH2:10]1)[C:2]1[CH:7]=[CH:6][CH:5]=[CH:4][CH:3]=1.C(N(CC)CC)C.CS(Cl)(=O)=O.[OH-].[Na+]. The catalyst is C(Cl)Cl.O1CCCC1.C([O-])(=O)C.C([N+](CCCC)(CCCC)CCCC)CCC.O.CO. The product is [CH2:1]([O:8][C@@H:9]1[C@H:13]([CH2:14][O:15][CH2:16][C:17]2[CH:22]=[CH:21][CH:20]=[CH:19][CH:18]=2)[CH2:12][C@@H:11]([OH:23])[CH2:10]1)[C:2]1[CH:3]=[CH:4][CH:5]=[CH:6][CH:7]=1. The yield is 0.700. (4) The reactants are [OH:1][C:2]1[CH:7]=[C:6]([CH2:8][NH:9][CH:10]=[C:11]2[C:20]3[C:15](=[CH:16][CH:17]=[C:18]([I:21])[CH:19]=3)[C:14](=[O:22])[NH:13][C:12]2=[O:23])[CH:5]=[CH:4][C:3]=1C1C=CC=CC=1.O1C=CC=C1C1C=C2C(=CC=1)C(=O)NC(=O)C2=COC.NCC1C=CC([I:59])=C(O)C=1. No catalyst specified. The product is [OH:1][C:2]1[CH:7]=[C:6]([CH:5]=[CH:4][C:3]=1[I:59])[CH2:8][NH:9][CH:10]=[C:11]1[C:20]2[C:15](=[CH:16][CH:17]=[C:18]([I:21])[CH:19]=2)[C:14](=[O:22])[NH:13][C:12]1=[O:23]. The yield is 0.800. (5) The reactants are [C:1]1([CH3:21])[CH:6]=[CH:5][C:4]([S:7]([NH:10][C:11]2[CH:12]=[C:13]3[C:18](=[CH:19][CH:20]=2)[CH:17]=[N:16][CH:15]=[CH:14]3)(=[O:9])=[O:8])=[CH:3][CH:2]=1.[Cl:22]C1C=CC=C(C(OO)=O)C=1.P(Cl)(Cl)(Cl)=O. The catalyst is C(Cl)(Cl)Cl. The product is [Cl:22][C:17]1[C:18]2[C:13](=[CH:12][C:11]([NH:10][S:7]([C:4]3[CH:3]=[CH:2][C:1]([CH3:21])=[CH:6][CH:5]=3)(=[O:8])=[O:9])=[CH:20][CH:19]=2)[CH:14]=[CH:15][N:16]=1. The yield is 0.494. (6) The reactants are [F:1][C:2]1[CH:7]=[C:6](I)[CH:5]=[CH:4][C:3]=1[N:9]1[CH:14]=[C:13]([O:15][CH3:16])[C:12](=[O:17])[C:11]([C:18]([N:20]([O:22][CH3:23])[CH3:21])=[O:19])=[N:10]1.[NH:24]1[CH:28]=[CH:27][CH:26]=[N:25]1.C(=NO)C1C(=CC=CC=1)O.C([O-])([O-])=O.[Cs+].[Cs+]. The catalyst is CC#N.O. The product is [F:1][C:2]1[CH:7]=[C:6]([N:24]2[CH:28]=[CH:27][CH:26]=[N:25]2)[CH:5]=[CH:4][C:3]=1[N:9]1[CH:14]=[C:13]([O:15][CH3:16])[C:12](=[O:17])[C:11]([C:18]([N:20]([O:22][CH3:23])[CH3:21])=[O:19])=[N:10]1. The yield is 0.250. (7) The reactants are [NH2:1][C:2]1[S:3][CH:4]=[C:5]([CH2:7][C:8]([NH:10][C:11]2[C:19]3[C:14](=[CH:15][CH:16]=[C:17]([N:20]4[CH2:24][CH2:23][CH2:22][S:21]4(=[O:26])=[O:25])[CH:18]=3)[NH:13][N:12]=2)=[O:9])[N:6]=1.[C:27](O)(=[O:29])[CH3:28].Cl.CN(C)CCCN=C=NCC.OC1C2N=NNC=2C=CC=1. The catalyst is CN(C)C=O. The product is [C:27]([NH:1][C:2]1[S:3][CH:4]=[C:5]([CH2:7][C:8]([NH:10][C:11]2[C:19]3[C:14](=[CH:15][CH:16]=[C:17]([N:20]4[CH2:24][CH2:23][CH2:22][S:21]4(=[O:26])=[O:25])[CH:18]=3)[NH:13][N:12]=2)=[O:9])[N:6]=1)(=[O:29])[CH3:28]. The yield is 0.110.